Dataset: Catalyst prediction with 721,799 reactions and 888 catalyst types from USPTO. Task: Predict which catalyst facilitates the given reaction. (1) Reactant: [Br:1][C:2]1[CH:3]=[C:4]([NH:13][CH:14]([CH3:16])[CH3:15])[C:5]([CH3:12])=[C:6]([CH:11]=1)[C:7]([O:9][CH3:10])=[O:8].[C:17](=O)([O-])[O-].[Cs+].[Cs+].[I-].[K+].CI.[NH4+].[Cl-]. Product: [Br:1][C:2]1[CH:3]=[C:4]([N:13]([CH3:17])[CH:14]([CH3:16])[CH3:15])[C:5]([CH3:12])=[C:6]([CH:11]=1)[C:7]([O:9][CH3:10])=[O:8]. The catalyst class is: 10. (2) Reactant: [CH2:1]([C:5]1[C:9](/[CH:10]=[CH:11]/[C:12]([O:14][CH2:15][CH3:16])=[O:13])=[CH:8][N:7]([C:17]2[CH:22]=[CH:21][C:20]([C:23]([F:26])([F:25])[F:24])=[CH:19][N:18]=2)[N:6]=1)[CH2:2][CH2:3][CH3:4]. Product: [CH2:1]([C:5]1[C:9]([CH2:10][CH2:11][C:12]([O:14][CH2:15][CH3:16])=[O:13])=[CH:8][N:7]([C:17]2[CH:22]=[CH:21][C:20]([C:23]([F:24])([F:25])[F:26])=[CH:19][N:18]=2)[N:6]=1)[CH2:2][CH2:3][CH3:4]. The catalyst class is: 481. (3) Reactant: [Cl:1][C:2]1[CH:7]=[CH:6][C:5]([S:8]([C:11]2([C:26]3[CH:31]=[C:30]([F:32])[CH:29]=[CH:28][C:27]=3[F:33])[CH2:16][CH2:15][CH:14]([CH2:17][S:18]([N:21]3[CH2:24][C:23](=[O:25])[CH2:22]3)(=[O:20])=[O:19])[CH2:13][CH2:12]2)(=[O:10])=[O:9])=[CH:4][CH:3]=1.[CH3:34][Mg]Br. Product: [Cl:1][C:2]1[CH:7]=[CH:6][C:5]([S:8]([C:11]2([C:26]3[CH:31]=[C:30]([F:32])[CH:29]=[CH:28][C:27]=3[F:33])[CH2:12][CH2:13][CH:14]([CH2:17][S:18]([N:21]3[CH2:24][C:23]([CH3:34])([OH:25])[CH2:22]3)(=[O:19])=[O:20])[CH2:15][CH2:16]2)(=[O:10])=[O:9])=[CH:4][CH:3]=1. The catalyst class is: 7. (4) Reactant: [Br:1][C:2]1[CH:11]=[C:10]2[C:5]([CH:6]=[CH:7][NH:8][C:9]2=[O:12])=[CH:4][CH:3]=1.Br[CH2:14][C:15]1[CH:20]=[CH:19][C:18]([F:21])=[CH:17][CH:16]=1.CC(C)([O-])C.[K+]. Product: [Br:1][C:2]1[CH:11]=[C:10]2[C:5]([CH2:6][CH2:7][N:8]([CH2:14][C:15]3[CH:20]=[CH:19][C:18]([F:21])=[CH:17][CH:16]=3)[C:9]2=[O:12])=[CH:4][CH:3]=1. The catalyst class is: 807. (5) Reactant: [Br:1][C:2]1[CH:7]=[CH:6][C:5]([CH2:8]Br)=[CH:4][CH:3]=1.[N:10]1([C:16]([O:18][C:19]([CH3:22])([CH3:21])[CH3:20])=[O:17])[CH2:15][CH2:14][NH:13][CH2:12][CH2:11]1.C(N(C(C)C)CC)(C)C. Product: [Br:1][C:2]1[CH:7]=[CH:6][C:5]([CH2:8][N:13]2[CH2:12][CH2:11][N:10]([C:16]([O:18][C:19]([CH3:22])([CH3:21])[CH3:20])=[O:17])[CH2:15][CH2:14]2)=[CH:4][CH:3]=1. The catalyst class is: 2. (6) Reactant: [CH2:1]([O:4][P:5]([O:11][CH2:12][C:13]1[C:21]([CH3:22])=[CH:20][CH:19]=[CH:18][C:14]=1[C:15](O)=[O:16])([O:7][CH2:8][CH:9]=[CH2:10])=[O:6])[CH:2]=[CH2:3].CN(C)C=O.C(Cl)(=O)C([Cl:31])=O. Product: [CH2:1]([O:4][P:5]([O:11][CH2:12][C:13]1[C:21]([CH3:22])=[CH:20][CH:19]=[CH:18][C:14]=1[C:15]([Cl:31])=[O:16])([O:7][CH2:8][CH:9]=[CH2:10])=[O:6])[CH:2]=[CH2:3]. The catalyst class is: 4. (7) Product: [CH3:8][C:6]1[CH:5]=[CH:4][C:3]([N+:9]([O-:11])=[O:10])=[C:2]([NH:18][C:12]2[CH:17]=[CH:16][CH:15]=[CH:14][CH:13]=2)[CH:7]=1. Reactant: F[C:2]1[CH:7]=[C:6]([CH3:8])[CH:5]=[CH:4][C:3]=1[N+:9]([O-:11])=[O:10].[C:12]1([NH2:18])[CH:17]=[CH:16][CH:15]=[CH:14][CH:13]=1. The catalyst class is: 16.